This data is from Reaction yield outcomes from USPTO patents with 853,638 reactions. The task is: Predict the reaction yield, written as a fraction of the theoretical maximum amount of product (1.0 means a 100% yield; for example, 0.34 means a 34% yield). (1) The reactants are Cl[C:2]1[CH:3]=[CH:4][N:5]2[C:10]([C:11]=1[CH3:12])=[C:9]([CH:13]1[CH2:15][CH2:14]1)[CH:8]=[C:7]([C:16]([O:18][CH3:19])=[O:17])[C:6]2=[O:20].[CH3:21][O:22][C:23]1[CH:28]=[C:27](B2OC(C)(C)C(C)(C)O2)[CH:26]=[CH:25][C:24]=1[OH:38]. No catalyst specified. The product is [OH:38][C:24]1[CH:25]=[CH:26][C:27]([C:2]2[CH:3]=[CH:4][N:5]3[C:10]([C:11]=2[CH3:12])=[C:9]([CH:13]2[CH2:15][CH2:14]2)[CH:8]=[C:7]([C:16]([O:18][CH3:19])=[O:17])[C:6]3=[O:20])=[CH:28][C:23]=1[O:22][CH3:21]. The yield is 0.780. (2) The reactants are [Cl:1][C:2]1[C:7]([N:8]2[C:12]([OH:13])=[CH:11][C:10]([C:14]([O:16][CH2:17][CH3:18])=[O:15])=[N:9]2)=[CH:6][CH:5]=[CH:4][N:3]=1.C(N(CC)CC)C.C1C=CC(N([S:33]([C:36]([F:39])([F:38])[F:37])(=[O:35])=[O:34])[S:33]([C:36]([F:39])([F:38])[F:37])(=[O:35])=[O:34])=CC=1. The catalyst is O1CCCC1. The product is [Cl:1][C:2]1[C:7]([N:8]2[C:12]([O:13][S:33]([C:36]([F:39])([F:38])[F:37])(=[O:35])=[O:34])=[CH:11][C:10]([C:14]([O:16][CH2:17][CH3:18])=[O:15])=[N:9]2)=[CH:6][CH:5]=[CH:4][N:3]=1. The yield is 0.980.